The task is: Binary Classification. Given a miRNA mature sequence and a target amino acid sequence, predict their likelihood of interaction.. This data is from Experimentally validated miRNA-target interactions with 360,000+ pairs, plus equal number of negative samples. (1) The miRNA is hsa-miR-4774-5p with sequence UCUGGUAUGUAGUAGGUAAUAA. The protein sequence of the target gene is MDNMSITNTPTSNDACLSIVHSLMCHRQGGESETFAKRAIESLVKKLKEKKDELDSLITAITTNGAHPSKCVTIQRTLDGRLQVAGRKGFPHVIYARLWRWPDLHKNELKHVKYCQYAFDLKCDSVCVNPYHYERVVSPGIDLSGLTLQSNAPPSMLVKDEYVHDFEGQPSLPTEGHSIQTIQHPPSNRASTETYSAPALLAPSESNATSTTNFPNIPVASTSQPASILAGSHSEGLLQIASGPQPGQQQNGFTAQPATYHHNSTTTWTGSRTAPYTPNLPHHQNGHLQHHPPMPPHPGH.... Result: 0 (no interaction). (2) The miRNA is hsa-miR-8063 with sequence UCAAAAUCAGGAGUCGGGGCUU. The protein sequence of the target gene is MLFNSVLRQPQLGVLRNGWSSQYPLQSLLTGYQCSGNDEHTSYGETGVPVPPFGCTFSSAPNMEHVLAVANEEGFVRLYNTESQSFRKKCFKEWMAHWNAVFDLAWVPGELKLVTAAGDQTAKFWDVKAGELIGTCKGHQCSLKSVAFSKFEKAVFCTGGRDGNIMVWDTRCNKKDGFYRQVNQISGAHNTSDKQTPSKPKKKQNSKGLAPSVDFQQSVTVVLFQDENTLVSAGAVDGIIKVWDLRKNYTAYRQEPIASKSFLYPGSSTRKLGYSSLILDSTGSTLFANCTDDNIYMFNM.... Result: 1 (interaction).